From a dataset of Forward reaction prediction with 1.9M reactions from USPTO patents (1976-2016). Predict the product of the given reaction. (1) Given the reactants Cl[C:2]1[N:7]=[C:6]([C:8]2[CH:13]=[CH:12][C:11]([Cl:14])=[CH:10][CH:9]=2)[CH:5]=[C:4]([C:15]([F:18])([F:17])[F:16])[N:3]=1.[Br:19][C:20]1[N:21]=[CH:22][NH:23][CH:24]=1, predict the reaction product. The product is: [Br:19][C:20]1[N:21]=[CH:22][N:23]([C:2]2[N:7]=[C:6]([C:8]3[CH:13]=[CH:12][C:11]([Cl:14])=[CH:10][CH:9]=3)[CH:5]=[C:4]([C:15]([F:18])([F:17])[F:16])[N:3]=2)[CH:24]=1. (2) The product is: [CH:56]1([C:54]2[CH:53]=[CH:52][N:51]=[C:50]([C:25]3[CH:30]=[N:29][C:28]([N:31]4[C:39]5[C:34](=[CH:35][CH:36]=[C:37]([C:40]([N:42]6[CH2:43][CH2:44][CH2:45][CH2:46]6)=[O:41])[CH:38]=5)[C:33]([S:47][CH3:48])=[CH:32]4)=[N:27][CH:26]=3)[CH:55]=2)[CH2:58][CH2:57]1. Given the reactants B1(B2OC(C)(C)C(C)(C)O2)OC(C)(C)C(C)(C)O1.C([O-])(=O)C.[K+].Br[C:25]1[CH:26]=[N:27][C:28]([N:31]2[C:39]3[C:34](=[CH:35][CH:36]=[C:37]([C:40]([N:42]4[CH2:46][CH2:45][CH2:44][CH2:43]4)=[O:41])[CH:38]=3)[C:33]([S:47][CH3:48])=[CH:32]2)=[N:29][CH:30]=1.Br[C:50]1[CH:55]=[C:54]([CH:56]2[CH2:58][CH2:57]2)[CH:53]=[CH:52][N:51]=1.C(=O)([O-])[O-].[K+].[K+], predict the reaction product. (3) Given the reactants [C:1]([C:4]1[CH:9]=[CH:8][C:7]([Br:10])=[CH:6][C:5]=1[O:11][S:12]([CH3:15])(=[O:14])=[O:13])(=[O:3])[CH3:2].[CH3:16][NH:17][NH2:18].C([O-])(=O)C.[NH4+], predict the reaction product. The product is: [C:1]([C:4]1[CH:9]=[CH:8][C:7]([Br:10])=[CH:6][C:5]=1[O:11][S:12]([CH3:15])(=[O:13])=[O:14])(=[O:3])[CH3:2].[Br:10][C:7]1[CH:6]=[C:5]2[C:4]([C:1]([CH3:2])=[N:18][N:17]2[CH3:16])=[CH:9][CH:8]=1. (4) Given the reactants Br[C:2]1[CH:11]=[C:10]2[C:5]([CH:6]=[C:7]([NH:12][C:13]([CH:15]3[CH2:17][CH2:16]3)=[O:14])[N:8]=[CH:9]2)=[CH:4][CH:3]=1.N1[C:31]2[C:22](=[CH:23][CH:24]=[C:25]3[C:30]=2N=CC=C3)C=CC=1.C(=O)([O-])[O-:33].[Cs+].[Cs+], predict the reaction product. The product is: [CH:22]1([O:33][C:2]2[CH:11]=[C:10]3[C:5]([CH:6]=[C:7]([NH:12][C:13]([CH:15]4[CH2:17][CH2:16]4)=[O:14])[N:8]=[CH:9]3)=[CH:4][CH:3]=2)[CH2:31][CH2:30][CH2:25][CH2:24][CH2:23]1. (5) The product is: [C:12]1([N:9]2[C:5]3=[N:6][CH:7]=[N:8][C:3]([NH:1][N:2]=[CH:23][C:22]4[CH:25]=[CH:26][C:19]([OH:18])=[C:20]([O:27][CH2:28][CH3:29])[CH:21]=4)=[C:4]3[CH:11]=[N:10]2)[CH:17]=[CH:16][CH:15]=[CH:14][CH:13]=1. Given the reactants [NH:1]([C:3]1[N:8]=[CH:7][N:6]=[C:5]2[N:9]([C:12]3[CH:17]=[CH:16][CH:15]=[CH:14][CH:13]=3)[N:10]=[CH:11][C:4]=12)[NH2:2].[OH:18][C:19]1[CH:26]=[CH:25][C:22]([CH:23]=O)=[CH:21][C:20]=1[O:27][CH2:28][CH3:29].C1(N2C3=NC=NC(NN=CC4C=CN=CC=4)=C3C=N2)C=CC=CC=1, predict the reaction product. (6) Given the reactants Cl.Cl.[CH3:3][O:4][C:5]1[N:10]=[CH:9][C:8]([C:11]2[CH:12]=[C:13]3[C:23](=[CH:24][CH:25]=2)[O:22][C:16]2([CH2:21][CH2:20][NH:19][CH2:18][CH2:17]2)[CH2:15][C:14]3=[O:26])=[CH:7][CH:6]=1.[CH:27]1([N:30]2[C:38]3[C:33](=[C:34]([C:42]4[NH:46][N:45]=[N:44][N:43]=4)[CH:35]=[C:36]([C:39](O)=[O:40])[CH:37]=3)[CH:32]=[CH:31]2)[CH2:29][CH2:28]1.CCN=C=NCCCN(C)C.C1C=CC2N(O)N=NC=2C=1.Cl, predict the reaction product. The product is: [CH:27]1([N:30]2[C:38]3[C:33](=[C:34]([C:42]4[NH:46][N:45]=[N:44][N:43]=4)[CH:35]=[C:36]([C:39]([N:19]4[CH2:18][CH2:17][C:16]5([CH2:15][C:14](=[O:26])[C:13]6[C:23](=[CH:24][CH:25]=[C:11]([C:8]7[CH:9]=[N:10][C:5]([O:4][CH3:3])=[CH:6][CH:7]=7)[CH:12]=6)[O:22]5)[CH2:21][CH2:20]4)=[O:40])[CH:37]=3)[CH:32]=[CH:31]2)[CH2:28][CH2:29]1. (7) Given the reactants [C:1]1([C:7]2[N:12]3[N:13]=[C:14]([NH:16][C:17]4[CH:25]=[C:24]5[C:20](C=NN5C5CCCCO5)=[CH:19][CH:18]=4)[N:15]=[C:11]3[CH:10]=[CH:9][CH:8]=2)[CH:6]=[CH:5][CH:4]=[CH:3][CH:2]=1.[CH3:32][O:33][C:34]1[CH:52]=[CH:51][C:37]([CH2:38][NH:39][C:40]2[CH:49]=[CH:48]C3C(=CC=C(N)C=3)[N:41]=2)=[CH:36][CH:35]=1.CC(C)([O-])C.[K+], predict the reaction product. The product is: [CH3:32][O:33][C:34]1[CH:52]=[CH:51][C:37]([CH2:38][NH:39][C:40]2[CH:49]=[CH:48][C:24]3[C:20](=[CH:19][CH:18]=[C:17]([NH:16][C:14]4[N:15]=[C:11]5[CH:10]=[CH:9][CH:8]=[C:7]([C:1]6[CH:2]=[CH:3][CH:4]=[CH:5][CH:6]=6)[N:12]5[N:13]=4)[CH:25]=3)[N:41]=2)=[CH:36][CH:35]=1.